This data is from Reaction yield outcomes from USPTO patents with 853,638 reactions. The task is: Predict the reaction yield, written as a fraction of the theoretical maximum amount of product (1.0 means a 100% yield; for example, 0.34 means a 34% yield). (1) The product is [CH2:24]([O:15][C:14]([CH:11]1[CH2:12][CH2:13][N:8]([NH:7][C:5]([O:4][C:2]([CH3:17])([CH3:1])[CH3:3])=[O:6])[CH2:9][CH2:10]1)=[O:16])[C:25]1[CH:30]=[CH:29][CH:28]=[CH:27][CH:26]=1. The yield is 0.950. The catalyst is CO.O. The reactants are [CH3:1][C:2]([CH3:17])([O:4][C:5]([NH:7][N:8]1[CH2:13][CH2:12][CH:11]([C:14]([OH:16])=[O:15])[CH2:10][CH2:9]1)=[O:6])[CH3:3].C(=O)([O-])[O-].[Cs+].[Cs+].[CH2:24](Br)[C:25]1[CH:30]=[CH:29][CH:28]=[CH:27][CH:26]=1. (2) The product is [CH:1]([C:4]1[CH:9]=[CH:8][C:7]([S:10]([NH:13][C:14]2[CH:15]=[N:16][C:17]3[CH2:18][CH2:19][CH2:20][CH:21]([NH:24][CH2:25][CH2:26][CH3:27])[C:22]=3[CH:23]=2)(=[O:12])=[O:11])=[CH:6][CH:5]=1)([CH3:3])[CH3:2]. The yield is 0.560. The reactants are [CH:1]([C:4]1[CH:9]=[CH:8][C:7]([S:10]([NH:13][C:14]2[CH:15]=[N:16][C:17]3[CH2:18][CH2:19][CH2:20][CH:21]([NH:24][C:25](=O)[CH2:26][CH3:27])[C:22]=3[CH:23]=2)(=[O:12])=[O:11])=[CH:6][CH:5]=1)([CH3:3])[CH3:2].B.C1COCC1. The catalyst is C1COCC1. (3) The reactants are [OH:1][C@@H:2]1[CH2:7][O:6][C:4](=[O:5])[CH2:3]1.[C:8](Cl)([C:10]1[CH:15]=[CH:14][CH:13]=[CH:12][CH:11]=1)=[O:9]. The catalyst is N1C=CC=CC=1. The product is [C:8]([O:1][C@@H:2]1[CH2:7][O:6][C:4](=[O:5])[CH2:3]1)(=[O:9])[C:10]1[CH:15]=[CH:14][CH:13]=[CH:12][CH:11]=1. The yield is 0.890. (4) The reactants are Cl.[CH2:2]([O:4][C:5](=[O:9])[CH2:6][CH2:7][NH2:8])[CH3:3].[CH2:10]([O:12][C:13](=[O:18])[CH2:14][C:15](=O)[CH3:16])[CH3:11].C(=O)([O-])[O-].[K+].[K+]. The catalyst is C1(C)C=CC=CC=1.CCOC(C)=O.C(Cl)Cl. The product is [CH2:10]([O:12][C:13](=[O:18])[CH:14]=[C:15]([NH:8][CH2:7][CH2:6][C:5]([O:4][CH2:2][CH3:3])=[O:9])[CH3:16])[CH3:11]. The yield is 0.943. (5) The reactants are CC([O-])(C)C.[K+].[C:7]([O:11][C:12]([N:14]1[CH2:19][CH2:18][CH:17]([C:20]2[C:29]3[C:24](=[CH:25][C:26](F)=[C:27]([F:30])[CH:28]=3)[N:23]=[CH:22][N:21]=2)[CH2:16][CH2:15]1)=[O:13])([CH3:10])([CH3:9])[CH3:8].[CH3:32][N:33]1[CH2:38][CH2:37][N:36]([CH2:39][CH2:40][CH2:41][OH:42])[CH2:35][CH2:34]1. The catalyst is C1COCC1. The product is [C:7]([O:11][C:12]([N:14]1[CH2:15][CH2:16][CH:17]([C:20]2[C:29]3[C:24](=[CH:25][C:26]([O:42][CH2:41][CH2:40][CH2:39][N:36]4[CH2:35][CH2:34][N:33]([CH3:32])[CH2:38][CH2:37]4)=[C:27]([F:30])[CH:28]=3)[N:23]=[CH:22][N:21]=2)[CH2:18][CH2:19]1)=[O:13])([CH3:9])([CH3:8])[CH3:10]. The yield is 0.610.